Dataset: Catalyst prediction with 721,799 reactions and 888 catalyst types from USPTO. Task: Predict which catalyst facilitates the given reaction. (1) Reactant: C(Cl)Cl.[CH2:4]([C:8]1[N:12]([CH2:13][C:14]2[CH:19]=[CH:18][C:17]([C:20]3[CH:25]=[CH:24][CH:23]=[CH:22][C:21]=3[C:26]3[N:30]([C:31]([C:44]4[CH:49]=[CH:48][CH:47]=[CH:46][CH:45]=4)([C:38]4[CH:43]=[CH:42][CH:41]=[CH:40][CH:39]=4)[C:32]4[CH:37]=[CH:36][CH:35]=[CH:34][CH:33]=4)[N:29]=[N:28][N:27]=3)=[CH:16][CH:15]=2)[C:11]([CH2:50][OH:51])=[C:10]([Cl:52])[N:9]=1)[CH2:5][CH2:6][CH3:7].[CH3:53][S:54](Cl)(=[O:56])=[O:55].C([O-])(O)=O.[Na+]. Product: [CH2:4]([C:8]1[N:12]([CH2:13][C:14]2[CH:15]=[CH:16][C:17]([C:20]3[CH:25]=[CH:24][CH:23]=[CH:22][C:21]=3[C:26]3[N:30]([C:31]([C:44]4[CH:49]=[CH:48][CH:47]=[CH:46][CH:45]=4)([C:38]4[CH:39]=[CH:40][CH:41]=[CH:42][CH:43]=4)[C:32]4[CH:37]=[CH:36][CH:35]=[CH:34][CH:33]=4)[N:29]=[N:28][N:27]=3)=[CH:18][CH:19]=2)[C:11]([CH2:50][O:51][S:54]([CH3:53])(=[O:56])=[O:55])=[C:10]([Cl:52])[N:9]=1)[CH2:5][CH2:6][CH3:7]. The catalyst class is: 25. (2) Reactant: [C:1]([C:3]1[N:4]=[CH:5][C:6]([C:10]([NH:12][CH2:13][C:14]2[S:18][C:17]([CH3:19])=[N:16][CH:15]=2)=[O:11])=[N:7][C:8]=1[CH3:9])#[N:2].[ClH:20]. The catalyst class is: 19. Product: [ClH:20].[NH2:2][CH2:1][C:3]1[N:4]=[CH:5][C:6]([C:10]([NH:12][CH2:13][C:14]2[S:18][C:17]([CH3:19])=[N:16][CH:15]=2)=[O:11])=[N:7][C:8]=1[CH3:9]. (3) Reactant: [C:1]([O:5][C:6]([NH:8][CH2:9][CH2:10][N:11]([CH2:26][C:27]([O:29][CH2:30][CH3:31])=[O:28])[C:12](=[O:25])[CH2:13][N:14]1[CH:22]=[N:21][C:20]2[C:15]1=[N:16][C:17]([NH2:24])=[N:18][C:19]=2[NH2:23])=[O:7])([CH3:4])([CH3:3])[CH3:2].C(N(CC)CC)C.[CH2:39]([O:46][C:47](=[O:53])[NH:48][CH2:49][CH2:50][CH2:51]Br)[C:40]1[CH:45]=[CH:44][CH:43]=[CH:42][CH:41]=1. Product: [NH2:24][C:17]1[N:16]=[C:15]2[C:20]([N:21]=[CH:22][N:14]2[CH2:13][C:12]([N:11]([CH2:26][C:27]([O:29][CH2:30][CH3:31])=[O:28])[CH2:10][CH2:9][NH:8][C:6]([O:5][C:1]([CH3:4])([CH3:3])[CH3:2])=[O:7])=[O:25])=[C:19]([NH:23][CH2:51][CH2:50][CH2:49][NH:48][C:47]([O:46][CH2:39][C:40]2[CH:41]=[CH:42][CH:43]=[CH:44][CH:45]=2)=[O:53])[N:18]=1. The catalyst class is: 3. (4) Reactant: [Cl:1][C:2]1[CH:10]=[CH:9][C:8]([C:11]2[C:12]([C@@H:17]([NH:27][C:28](=[O:33])[C:29]([F:32])([F:31])[F:30])[CH2:18][C:19]3[CH:24]=[C:23]([F:25])[CH:22]=[C:21]([F:26])[CH:20]=3)=[N:13][CH:14]=[CH:15][CH:16]=2)=[C:7]2[C:3]=1[C:4]([NH:35][S:36]([CH3:39])(=[O:38])=[O:37])=[N:5][N:6]2[CH3:34].C1C=C(Cl)C=C(C(OO)=[O:48])C=1. Product: [Cl:1][C:2]1[CH:10]=[CH:9][C:8]([C:11]2[C:12]([C@@H:17]([NH:27][C:28](=[O:33])[C:29]([F:32])([F:30])[F:31])[CH2:18][C:19]3[CH:24]=[C:23]([F:25])[CH:22]=[C:21]([F:26])[CH:20]=3)=[N+:13]([O-:48])[CH:14]=[CH:15][CH:16]=2)=[C:7]2[C:3]=1[C:4]([NH:35][S:36]([CH3:39])(=[O:37])=[O:38])=[N:5][N:6]2[CH3:34]. The catalyst class is: 2. (5) Reactant: CC1(C)C(C)(C)OB([C:9]2[CH2:14][CH2:13][N:12]([CH3:15])[CH2:11][CH:10]=2)O1.C([O-])([O-])=O.[K+].[K+].[NH2:23][C:24]1[CH:25]=[C:26]([C:31]([F:34])([F:33])[F:32])[CH:27]=[C:28](Br)[CH:29]=1. Product: [CH3:15][N:12]1[CH2:13][CH2:14][C:9]([C:28]2[CH:27]=[C:26]([C:31]([F:32])([F:34])[F:33])[CH:25]=[C:24]([NH2:23])[CH:29]=2)=[CH:10][CH2:11]1. The catalyst class is: 31. (6) Reactant: [CH3:1][O:2][C:3]([C:5]1[CH2:11][CH2:10][NH:9][C:8]2[CH:12]=[CH:13][CH:14]=[CH:15][C:7]=2[CH:6]=1)=[O:4].[C:16](O[C:16]([O:18][C:19]([CH3:22])([CH3:21])[CH3:20])=[O:17])([O:18][C:19]([CH3:22])([CH3:21])[CH3:20])=[O:17]. Product: [CH3:1][O:2][C:3]([C:5]1[CH2:11][CH2:10][N:9]([C:16]([O:18][C:19]([CH3:22])([CH3:21])[CH3:20])=[O:17])[C:8]2[CH:12]=[CH:13][CH:14]=[CH:15][C:7]=2[CH:6]=1)=[O:4]. The catalyst class is: 367. (7) Reactant: [NH2:1][C:2]1[CH:11]=[C:10]([O:12][CH3:13])[C:9]([Br:14])=[CH:8][C:3]=1[C:4](OC)=[O:5].B. Product: [NH2:1][C:2]1[CH:11]=[C:10]([O:12][CH3:13])[C:9]([Br:14])=[CH:8][C:3]=1[CH2:4][OH:5]. The catalyst class is: 1. (8) Reactant: [Cl:1][C:2]1[C:10]2[N:9]=[C:8]3[N:11]([C:15]4[CH:20]=[CH:19][C:18]([Cl:21])=[CH:17][C:16]=4[Cl:22])[CH2:12][CH2:13][CH2:14][N:7]3[C:6]=2[C:5]([CH:23]([CH2:26][CH3:27])[CH:24]=[O:25])=[CH:4][CH:3]=1.[CH3:28][Mg]Br. Product: [Cl:1][C:2]1[C:10]2[N:9]=[C:8]3[N:11]([C:15]4[CH:20]=[CH:19][C:18]([Cl:21])=[CH:17][C:16]=4[Cl:22])[CH2:12][CH2:13][CH2:14][N:7]3[C:6]=2[C:5]([CH:23]([CH2:26][CH3:27])[CH:24]([OH:25])[CH3:28])=[CH:4][CH:3]=1. The catalyst class is: 627. (9) Reactant: Cl[C:2]1[CH:3]=[C:4]([C:9]2[N:13]3[C:14]4[N:22]=[C:21]([O:23][CH3:24])[CH:20]=[CH:19][C:15]=4[N:16]=[C:17]([CH3:18])[C:12]3=[C:11]([CH3:25])[N:10]=2)[CH:5]=[C:6](Cl)[CH:7]=1.[CH3:26]C1C=CC(B(O)O)=CC=1.C([O-])([O-])=O.[K+].[K+]. Product: [CH3:24][O:23][C:21]1[CH:20]=[CH:19][C:15]2[N:16]=[C:17]([CH3:18])[C:12]3[N:13]([C:9]([C:4]4[CH:5]=[CH:6][C:7]([CH3:26])=[CH:2][CH:3]=4)=[N:10][C:11]=3[CH3:25])[C:14]=2[N:22]=1. The catalyst class is: 73. (10) Reactant: [F:1][C:2]([F:19])([F:18])[C:3]1[CH:8]=[CH:7][CH:6]=[CH:5][C:4]=1[C:9]1[CH:14]=[CH:13][C:12]([C:15]([OH:17])=O)=[CH:11][CH:10]=1.C1CCC(N=C=NC2CCCCC2)CC1.C(OC(=O)[NH:41][CH:42]1[C:50]2[C:45](=[CH:46][CH:47]=[C:48]([N:51]=[C:52]([NH:54][CH2:55][CH2:56][C:57]3[CH:62]=[CH:61][C:60]([F:63])=[CH:59][CH:58]=3)[CH3:53])[CH:49]=2)[CH2:44][CH2:43]1)(C)(C)C.C(O)(C(F)(F)F)=O. Product: [F:63][C:60]1[CH:59]=[CH:58][C:57]([CH2:56][CH2:55][NH:54][C:52](=[N:51][C:48]2[CH:49]=[C:50]3[C:45]([CH2:44][CH2:43][C@H:42]3[NH:41][C:15]([C:12]3[CH:11]=[CH:10][C:9]([C:4]4[CH:5]=[CH:6][CH:7]=[CH:8][C:3]=4[C:2]([F:1])([F:19])[F:18])=[CH:14][CH:13]=3)=[O:17])=[CH:46][CH:47]=2)[CH3:53])=[CH:62][CH:61]=1. The catalyst class is: 2.